This data is from Forward reaction prediction with 1.9M reactions from USPTO patents (1976-2016). The task is: Predict the product of the given reaction. (1) The product is: [CH3:1][C:2]([CH3:22])([CH3:21])[CH2:3][CH2:4][C@@H:5]([C:6]([O:8][CH3:9])=[O:7])[NH2:10]. Given the reactants [CH3:1][C:2]([CH3:22])([CH3:21])[CH2:3]/[CH:4]=[C:5](/[NH:10]C(OCC1C=CC=CC=1)=O)\[C:6]([O:8][CH3:9])=[O:7], predict the reaction product. (2) Given the reactants [Cl:1][C:2]1[CH:3]=[C:4]([CH:26]=[CH:27][C:28]=1[O:29][CH3:30])[CH2:5][NH:6][C:7]1[C:12]([C:13]([NH:15][CH2:16][C:17]2[N:22]=[CH:21][CH:20]=[CH:19][N:18]=2)=[O:14])=[CH:11][N:10]=[C:9](S(C)=O)[N:8]=1.C(N(CC)CC)C.Cl.[CH:39]12[CH2:44][CH:43]1[CH2:42][NH:41][CH2:40]2.Cl, predict the reaction product. The product is: [ClH:1].[CH:39]12[CH2:44][CH:43]1[CH2:42][N:41]([C:9]1[N:8]=[C:7]([NH:6][CH2:5][C:4]3[CH:26]=[CH:27][C:28]([O:29][CH3:30])=[C:2]([Cl:1])[CH:3]=3)[C:12]([C:13]([NH:15][CH2:16][C:17]3[N:22]=[CH:21][CH:20]=[CH:19][N:18]=3)=[O:14])=[CH:11][N:10]=1)[CH2:40]2. (3) Given the reactants S(O)(O)(=O)=O.[C:6]([S:9][CH3:10])(=[NH:8])[NH2:7].[CH3:10][S:9][C:6](=[NH:8])[NH2:7].CCN(C(C)C)C(C)C.CN([CH:28]=[C:29]1[C:34](=O)[CH2:33][N:32]([C:36]([O:38][C:39]([CH3:42])([CH3:41])[CH3:40])=[O:37])[CH2:31][C:30]1=[O:43])C, predict the reaction product. The product is: [CH3:10][S:9][C:6]1[N:7]=[CH:28][C:29]2[C:30](=[O:43])[CH2:31][N:32]([C:36]([O:38][C:39]([CH3:42])([CH3:41])[CH3:40])=[O:37])[CH2:33][C:34]=2[N:8]=1. (4) Given the reactants [CH2:1]([O:3][C:4]1[CH:9]=[CH:8][C:7](B(O)O)=[CH:6][C:5]=1[F:13])[CH3:2].[C:14]([O:18][C:19]([N:21]1[CH2:26][CH2:25][CH:24]([C:27](SC2C=CC=CC=2)=[O:28])[CH2:23][CH2:22]1)=[O:20])([CH3:17])([CH3:16])[CH3:15], predict the reaction product. The product is: [C:14]([O:18][C:19]([N:21]1[CH2:26][CH2:25][CH:24]([C:27](=[O:28])[C:7]2[CH:8]=[CH:9][C:4]([O:3][CH2:1][CH3:2])=[C:5]([F:13])[CH:6]=2)[CH2:23][CH2:22]1)=[O:20])([CH3:17])([CH3:16])[CH3:15].